From a dataset of M1 muscarinic receptor agonist screen with 61,833 compounds. Binary Classification. Given a drug SMILES string, predict its activity (active/inactive) in a high-throughput screening assay against a specified biological target. The compound is OC(=O)c1cc(n2nnnc2)ccc1. The result is 0 (inactive).